This data is from Reaction yield outcomes from USPTO patents with 853,638 reactions. The task is: Predict the reaction yield, written as a fraction of the theoretical maximum amount of product (1.0 means a 100% yield; for example, 0.34 means a 34% yield). The product is [CH2:25]([N:3]([CH2:1][CH3:2])[C:4](=[O:24])[C:5]1[CH:6]=[CH:7][C:8]([C:11](=[C:18]2[CH2:23][CH2:22][N:21]([CH3:27])[CH2:20][CH2:19]2)[C:12]2[CH:17]=[CH:16][CH:15]=[CH:14][CH:13]=2)=[CH:9][CH:10]=1)[CH3:26]. The catalyst is C(#N)C. The reactants are [CH2:1]([N:3]([CH2:25][CH3:26])[C:4](=[O:24])[C:5]1[CH:10]=[CH:9][C:8]([C:11](=[C:18]2[CH2:23][CH2:22][NH:21][CH2:20][CH2:19]2)[C:12]2[CH:17]=[CH:16][CH:15]=[CH:14][CH:13]=2)=[CH:7][CH:6]=1)[CH3:2].[C:27](=O)([O-])[O-].[K+].[K+].CI. The yield is 0.280.